This data is from Full USPTO retrosynthesis dataset with 1.9M reactions from patents (1976-2016). The task is: Predict the reactants needed to synthesize the given product. (1) The reactants are: [NH2:1][C:2]1[N:7]=[CH:6][N:5]=[C:4]([NH:8][C@H:9]([C:20]2[N:25]([C:26]3[CH:31]=[C:30]([F:32])[CH:29]=[C:28]([F:33])[CH:27]=3)[C:24](=[O:34])[C:23]3=[C:35]([C:38]#[N:39])[CH:36]=[CH:37][N:22]3[N:21]=2)[CH2:10][CH2:11][O:12][CH2:13][C:14]2[CH:19]=[CH:18][CH:17]=[CH:16][CH:15]=2)[C:3]=1I.[F:41][C:42]1[CH:43]=[C:44](B(O)O)[CH:45]=[C:46]([OH:48])[CH:47]=1.C(=O)([O-])[O-].[Na+].[Na+]. Given the product [NH2:1][C:2]1[N:7]=[CH:6][N:5]=[C:4]([NH:8][C@H:9]([C:20]2[N:25]([C:26]3[CH:31]=[C:30]([F:32])[CH:29]=[C:28]([F:33])[CH:27]=3)[C:24](=[O:34])[C:23]3=[C:35]([C:38]#[N:39])[CH:36]=[CH:37][N:22]3[N:21]=2)[CH2:10][CH2:11][O:12][CH2:13][C:14]2[CH:19]=[CH:18][CH:17]=[CH:16][CH:15]=2)[C:3]=1[C:44]1[CH:45]=[C:46]([OH:48])[CH:47]=[C:42]([F:41])[CH:43]=1, predict the reactants needed to synthesize it. (2) Given the product [Cl:1][C:2]1[CH:7]=[CH:6][C:5]([C@H:8]2[C:12]3[N:13]([CH:22]([CH3:24])[CH3:23])[C:14]([C:16]4[CH2:17][CH2:18][O:19][CH2:20][CH:21]=4)=[N:15][C:11]=3[C:10](=[O:25])[N:9]2[C:26]2[CH:27]=[C:28]([CH3:36])[C:29]3[N:30]([C:32]([CH3:35])=[N:33][N:34]=3)[CH:31]=2)=[CH:4][CH:3]=1, predict the reactants needed to synthesize it. The reactants are: [Cl:1][C:2]1[CH:7]=[CH:6][C:5]([CH:8]2[C:12]3[N:13]([CH:22]([CH3:24])[CH3:23])[C:14]([C:16]4[CH2:17][CH2:18][O:19][CH2:20][CH:21]=4)=[N:15][C:11]=3[C:10](=[O:25])[N:9]2[C:26]2[CH:27]=[C:28]([CH3:36])[C:29]3[N:30]([C:32]([CH3:35])=[N:33][N:34]=3)[CH:31]=2)=[CH:4][CH:3]=1. (3) Given the product [F:21][C:15]1[N:14]=[C:13]2[C:18]([N:19]=[C:11]([CH2:10][C:8]3[C:7]([I:22])=[CH:6][C:5]4[O:1][CH2:2][O:3][C:4]=4[CH:9]=3)[NH:12]2)=[C:17]([NH2:20])[N:16]=1, predict the reactants needed to synthesize it. The reactants are: [O:1]1[C:5]2[CH:6]=[CH:7][C:8]([CH2:10][C:11]3[NH:12][C:13]4[C:18]([N:19]=3)=[C:17]([NH2:20])[N:16]=[C:15]([F:21])[N:14]=4)=[CH:9][C:4]=2[O:3][CH2:2]1.[I:22]N1C(=O)CCC1=O. (4) Given the product [F:29][C:30]([F:35])([F:34])[C:31]([OH:33])=[O:32].[N:11]1([CH2:14][CH2:15][O:16][C:17]2[CH:26]=[CH:25][CH:24]=[C:23]3[C:18]=2[C:19]([NH2:28])=[N:20][C:21]([NH2:27])=[N:22]3)[CH2:12][CH2:13][NH:8][CH2:9][CH2:10]1, predict the reactants needed to synthesize it. The reactants are: C(OC([N:8]1[CH2:13][CH2:12][N:11]([CH2:14][CH2:15][O:16][C:17]2[CH:26]=[CH:25][CH:24]=[C:23]3[C:18]=2[C:19]([NH2:28])=[N:20][C:21]([NH2:27])=[N:22]3)[CH2:10][CH2:9]1)=O)(C)(C)C.[F:29][C:30]([F:35])([F:34])[C:31]([OH:33])=[O:32].